Dataset: Peptide-MHC class I binding affinity with 185,985 pairs from IEDB/IMGT. Task: Regression. Given a peptide amino acid sequence and an MHC pseudo amino acid sequence, predict their binding affinity value. This is MHC class I binding data. (1) The peptide sequence is FAPPCKPLL. The MHC is Mamu-A01 with pseudo-sequence Mamu-A01. The binding affinity (normalized) is 0.818. (2) The peptide sequence is EEHSSTWHY. The MHC is HLA-B44:03 with pseudo-sequence HLA-B44:03. The binding affinity (normalized) is 0.657. (3) The peptide sequence is TQSPVSVGF. The MHC is HLA-A30:01 with pseudo-sequence HLA-A30:01. The binding affinity (normalized) is 0.213. (4) The peptide sequence is IYLPIVHPF. The MHC is HLA-B15:09 with pseudo-sequence HLA-B15:09. The binding affinity (normalized) is 0.0847. (5) The peptide sequence is QMRVRYYGL. The MHC is HLA-B18:01 with pseudo-sequence HLA-B18:01. The binding affinity (normalized) is 0.0847. (6) The peptide sequence is ASWMALGVY. The MHC is HLA-B57:01 with pseudo-sequence HLA-B57:01. The binding affinity (normalized) is 0.0847. (7) The peptide sequence is ISAFPKNDF. The MHC is HLA-B15:03 with pseudo-sequence HLA-B15:03. The binding affinity (normalized) is 0.399. (8) The peptide sequence is LEYGANYFL. The MHC is HLA-B35:01 with pseudo-sequence HLA-B35:01. The binding affinity (normalized) is 0.0847. (9) The peptide sequence is KAYKIISLK. The MHC is HLA-B15:01 with pseudo-sequence HLA-B15:01. The binding affinity (normalized) is 0.0847.